Dataset: Reaction yield outcomes from USPTO patents with 853,638 reactions. Task: Predict the reaction yield, written as a fraction of the theoretical maximum amount of product (1.0 means a 100% yield; for example, 0.34 means a 34% yield). (1) The reactants are Cl[CH2:2][C:3]1[CH:4]=[CH:5][C:6]([C:9]([F:12])([F:11])[F:10])=[N:7][CH:8]=1.[C-:13]#[N:14].[K+]. The catalyst is C(O)C.O. The product is [F:10][C:9]([F:12])([F:11])[C:6]1[N:7]=[CH:8][C:3]([CH2:2][C:13]#[N:14])=[CH:4][CH:5]=1. The yield is 0.750. (2) The reactants are Cl[C:2]1[CH:7]=[C:6]([C:8]2[CH:13]=[C:12]([Cl:14])[CH:11]=[CH:10][C:9]=2[CH3:15])[N:5]=[C:4]([NH2:16])[N:3]=1.[NH2:17][C:18]1[CH:19]=[CH:20][C:21]([Cl:26])=[C:22]([CH2:24][OH:25])[CH:23]=1. No catalyst specified. The product is [NH2:16][C:4]1[N:3]=[C:2]([NH:17][C:18]2[CH:19]=[CH:20][C:21]([Cl:26])=[C:22]([CH2:24][OH:25])[CH:23]=2)[CH:7]=[C:6]([C:8]2[CH:13]=[C:12]([Cl:14])[CH:11]=[CH:10][C:9]=2[CH3:15])[N:5]=1. The yield is 0.590. (3) The reactants are [N:1]([O-])=O.[Na+].[Cl:5][C:6]1[CH:7]=[C:8]([CH:10]=[CH:11][CH:12]=1)[NH2:9].S([NH:23][N:24]=[CH:25][CH:26]=[CH:27][C:28]1[CH:33]=[CH:32][CH:31]=[CH:30][CH:29]=1)(C1C=CC(C)=CC=1)(=O)=O. The catalyst is O.Cl.C(O)C.N1C=CC=CC=1. The product is [Cl:5][C:6]1[CH:7]=[C:8]([N:9]2[N:23]=[N:24][C:25]([CH:26]=[CH:27][C:28]3[CH:33]=[CH:32][CH:31]=[CH:30][CH:29]=3)=[N:1]2)[CH:10]=[CH:11][CH:12]=1. The yield is 0.190. (4) The reactants are B(Br)(Br)Br.C[O:6][C:7]1[CH:12]=[CH:11][C:10]([CH2:13][C:14]([OH:16])=[O:15])=[CH:9][C:8]=1[C:17]([F:20])([F:19])[F:18].Cl[CH2:22]Cl. No catalyst specified. The product is [OH:6][C:7]1[CH:12]=[CH:11][C:10]([CH2:13][C:14]([O:16][CH3:22])=[O:15])=[CH:9][C:8]=1[C:17]([F:20])([F:19])[F:18]. The yield is 0.332.